This data is from NCI-60 drug combinations with 297,098 pairs across 59 cell lines. The task is: Regression. Given two drug SMILES strings and cell line genomic features, predict the synergy score measuring deviation from expected non-interaction effect. (1) Drug 1: C1=CC=C(C=C1)NC(=O)CCCCCCC(=O)NO. Drug 2: B(C(CC(C)C)NC(=O)C(CC1=CC=CC=C1)NC(=O)C2=NC=CN=C2)(O)O. Cell line: HS 578T. Synergy scores: CSS=22.1, Synergy_ZIP=-2.69, Synergy_Bliss=-3.16, Synergy_Loewe=-28.7, Synergy_HSA=-3.52. (2) Drug 1: CC1C(C(CC(O1)OC2CC(CC3=C2C(=C4C(=C3O)C(=O)C5=C(C4=O)C(=CC=C5)OC)O)(C(=O)CO)O)N)O.Cl. Drug 2: C1=CC=C(C(=C1)C(C2=CC=C(C=C2)Cl)C(Cl)Cl)Cl. Cell line: OVCAR-4. Synergy scores: CSS=5.36, Synergy_ZIP=2.53, Synergy_Bliss=6.78, Synergy_Loewe=-9.41, Synergy_HSA=-1.61. (3) Drug 1: CN1C(=O)N2C=NC(=C2N=N1)C(=O)N. Drug 2: COC1=C2C(=CC3=C1OC=C3)C=CC(=O)O2. Cell line: M14. Synergy scores: CSS=0.309, Synergy_ZIP=0.103, Synergy_Bliss=-1.47, Synergy_Loewe=-2.90, Synergy_HSA=-4.64. (4) Drug 1: C1C(C(OC1N2C=NC3=C(N=C(N=C32)Cl)N)CO)O. Drug 2: CS(=O)(=O)OCCCCOS(=O)(=O)C. Cell line: LOX IMVI. Synergy scores: CSS=31.4, Synergy_ZIP=-3.98, Synergy_Bliss=2.43, Synergy_Loewe=-20.4, Synergy_HSA=0.535. (5) Drug 1: C1=CC(=CC=C1C#N)C(C2=CC=C(C=C2)C#N)N3C=NC=N3. Drug 2: COC1=NC(=NC2=C1N=CN2C3C(C(C(O3)CO)O)O)N. Cell line: MCF7. Synergy scores: CSS=-7.79, Synergy_ZIP=4.23, Synergy_Bliss=1.88, Synergy_Loewe=-7.92, Synergy_HSA=-7.91.